Dataset: Forward reaction prediction with 1.9M reactions from USPTO patents (1976-2016). Task: Predict the product of the given reaction. (1) Given the reactants [NH2:1][C:2]1[CH:3]=[CH:4][C:5]([F:9])=[C:6]([OH:8])[CH:7]=1.[C:10]([C:14]1[O:18][N:17]=[C:16]([N:19]=[C:20]=[O:21])[CH:15]=1)([CH3:13])([CH3:12])[CH3:11], predict the reaction product. The product is: [C:10]([C:14]1[O:18][N:17]=[C:16]([NH:19][C:20]([NH:1][C:2]2[CH:3]=[CH:4][C:5]([F:9])=[C:6]([OH:8])[CH:7]=2)=[O:21])[CH:15]=1)([CH3:13])([CH3:11])[CH3:12]. (2) Given the reactants C(S[C:4]1[S:5][C:6](=[CH:10][C:11]2[CH:12]=[C:13]3[C:17](=[CH:18][CH:19]=2)[N:16]([CH2:20][C:21]2[CH:26]=[CH:25][C:24]([C:27]([OH:30])([CH3:29])[CH3:28])=[CH:23][C:22]=2[C:31]([F:34])([F:33])[F:32])[N:15]=[CH:14]3)[C:7](=[O:9])[N:8]=1)C.[CH3:35][NH:36][CH2:37][C:38]([OH:40])=[O:39], predict the reaction product. The product is: [OH:30][C:27]([C:24]1[CH:25]=[CH:26][C:21]([CH2:20][N:16]2[C:17]3[C:13](=[CH:12][C:11]([CH:10]=[C:6]4[S:5][C:4]([N:36]([CH2:37][C:38]([OH:40])=[O:39])[CH3:35])=[N:8][C:7]4=[O:9])=[CH:19][CH:18]=3)[CH:14]=[N:15]2)=[C:22]([C:31]([F:33])([F:32])[F:34])[CH:23]=1)([CH3:29])[CH3:28]. (3) The product is: [Cl:18][C:10]1[C:11]([C:12]2[NH:14][C:15](=[O:16])[N:31]([C:28]3[CH:29]=[CH:30][C:25]([C:24]([F:23])([F:41])[F:40])=[CH:26][CH:27]=3)[N:32]=2)=[CH:17][C:7]([CH2:6][NH:5][C:3](=[O:4])[C:2]([F:22])([F:21])[F:1])=[C:8]([O:19][CH3:20])[CH:9]=1. Given the reactants [F:1][C:2]([F:22])([F:21])[C:3]([NH:5][CH2:6][C:7]1[C:8]([O:19][CH3:20])=[CH:9][C:10]([Cl:18])=[C:11]([CH:17]=1)[C:12]([N:14]=[C:15]=[O:16])=O)=[O:4].[F:23][C:24]([F:41])([F:40])[C:25]1[CH:30]=[CH:29][C:28]([NH:31][NH:32]C(OC(C)(C)C)=O)=[CH:27][CH:26]=1.FC(F)(F)C(O)=O, predict the reaction product. (4) Given the reactants [O:1]=[C:2]1[C:11]2[C:6](=[CH:7][CH:8]=[CH:9][CH:10]=2)[N:5]2[N:12]=[C:13]([CH2:15][C:16]3[CH:17]=[C:18]([CH:21]=[CH:22][CH:23]=3)[C:19]#[N:20])[CH:14]=[C:4]2[NH:3]1, predict the reaction product. The product is: [NH2:20][CH2:19][C:18]1[CH:17]=[C:16]([CH:23]=[CH:22][CH:21]=1)[CH2:15][C:13]1[CH:14]=[C:4]2[NH:3][C:2](=[O:1])[C:11]3[C:6]([N:5]2[N:12]=1)=[CH:7][CH:8]=[CH:9][CH:10]=3. (5) Given the reactants [F:1][C:2]1[CH:3]=[C:4]2[C:8](=[CH:9][CH:10]=1)[NH:7][C:6](=[O:11])[C:5]2=[N:12][N:13]=[CH:14][C:15]1[NH:19][C:18]([CH3:20])=[C:17]([C:21]([NH:23][CH2:24][CH2:25][CH2:26][CH2:27][CH2:28][C:29](O)=[O:30])=[O:22])[C:16]=1[CH3:32].Cl.C(N=C=NCCCN(C)C)C.OC1C2N=NNC=2C=CC=1.C(N(CC)CC)C.[F:62][C:63]([F:73])([F:72])[C:64]1[CH:69]=[CH:68][C:67]([NH2:70])=[C:66]([NH2:71])[CH:65]=1, predict the reaction product. The product is: [F:1][C:2]1[CH:3]=[C:4]2[C:8](=[CH:9][CH:10]=1)[NH:7][C:6](=[O:11])[C:5]2=[N:12][N:13]=[CH:14][C:15]1[NH:19][C:18]([CH3:20])=[C:17]([C:21]([NH:23][CH2:24][CH2:25][CH2:26][CH2:27][CH2:28][C:29]([NH:70][C:67]2[CH:68]=[CH:69][C:64]([C:63]([F:62])([F:72])[F:73])=[CH:65][C:66]=2[NH2:71])=[O:30])=[O:22])[C:16]=1[CH3:32]. (6) Given the reactants [H-].[H-].[H-].[H-].[Li+].[Al+3].C([O:9][C:10](=O)[CH2:11][CH2:12][CH2:13][N:14]1[CH:18]=[C:17]([N+:19]([O-:21])=[O:20])[CH:16]=[N:15]1)C, predict the reaction product. The product is: [N+:19]([C:17]1[CH:16]=[N:15][N:14]([CH2:13][CH2:12][CH2:11][CH2:10][OH:9])[CH:18]=1)([O-:21])=[O:20].